From a dataset of Full USPTO retrosynthesis dataset with 1.9M reactions from patents (1976-2016). Predict the reactants needed to synthesize the given product. Given the product [CH2:12]([O:15][C:16](=[O:26])[C:17]([C:18]1[CH:23]=[C:22]([Br:24])[CH:21]=[CH:20][C:19]=1[F:25])=[N+:40]=[N-:41])[CH:13]=[CH2:14], predict the reactants needed to synthesize it. The reactants are: N12CCCN=C1CCCCC2.[CH2:12]([O:15][C:16](=[O:26])[CH2:17][C:18]1[CH:23]=[C:22]([Br:24])[CH:21]=[CH:20][C:19]=1[F:25])[CH:13]=[CH2:14].C(NC1C=CC(S([N:40]=[N+:41]=[N-])(=O)=O)=CC=1)(=O)C.